Dataset: Forward reaction prediction with 1.9M reactions from USPTO patents (1976-2016). Task: Predict the product of the given reaction. (1) The product is: [Cl:1][C:2]1[CH:3]=[C:4]([CH:23]=[CH:24][C:25]=1[Cl:26])[CH2:5][N:6]1[C:7](=[O:22])[C:8]2[C:17](=[C:16]([OH:20])[C:15]3[N:14]=[CH:13][CH:12]=[N:11][C:10]=3[C:9]=2[O:21][C:27](=[O:33])[CH2:28][CH2:29][CH2:30][CH2:31][CH3:32])[C:18]1=[O:19]. Given the reactants [Cl:1][C:2]1[CH:3]=[C:4]([CH:23]=[CH:24][C:25]=1[Cl:26])[CH2:5][N:6]1[C:18](=[O:19])[C:17]2[C:8](=[C:9]([OH:21])[C:10]3[N:11]=[CH:12][CH:13]=[N:14][C:15]=3[C:16]=2[OH:20])[C:7]1=[O:22].[C:27](O)(=[O:33])[CH2:28][CH2:29][CH2:30][CH2:31][CH3:32].CN(C(ON1N=NC2C=CC=CC1=2)=[N+](C)C)C.[B-](F)(F)(F)F.C(N(CC)CC)C, predict the reaction product. (2) Given the reactants [C:1]1([O:7][C:8]2[CH:13]=[CH:12][CH:11]=[CH:10][C:9]=2[CH2:14][N:15]2[CH:19]=[CH:18][C:17]([C:20]([OH:22])=O)=[N:16]2)[CH:6]=[CH:5][CH:4]=[CH:3][CH:2]=1.S(Cl)([Cl:25])=O, predict the reaction product. The product is: [C:1]1([O:7][C:8]2[CH:13]=[CH:12][CH:11]=[CH:10][C:9]=2[CH2:14][N:15]2[CH:19]=[CH:18][C:17]([C:20]([Cl:25])=[O:22])=[N:16]2)[CH:6]=[CH:5][CH:4]=[CH:3][CH:2]=1.